From a dataset of Reaction yield outcomes from USPTO patents with 853,638 reactions. Predict the reaction yield, written as a fraction of the theoretical maximum amount of product (1.0 means a 100% yield; for example, 0.34 means a 34% yield). (1) The reactants are [I:1][C:2]1[C:10]([CH3:11])=[CH:9][CH:8]=[CH:7][C:3]=1[C:4]([OH:6])=O.[CH2:12]([O:14][C:15]([C:17]1([NH2:27])[CH2:25][C:24]2[C:19](=[CH:20][CH:21]=[C:22]([F:26])[CH:23]=2)[CH2:18]1)=[O:16])[CH3:13].CN(C(ON1N=NC2C=CC=NC1=2)=[N+](C)C)C.F[P-](F)(F)(F)(F)F.CCN(C(C)C)C(C)C. The catalyst is CN(C=O)C. The product is [CH2:12]([O:14][C:15]([C:17]1([NH:27][C:4](=[O:6])[C:3]2[CH:7]=[CH:8][CH:9]=[C:10]([CH3:11])[C:2]=2[I:1])[CH2:25][C:24]2[C:19](=[CH:20][CH:21]=[C:22]([F:26])[CH:23]=2)[CH2:18]1)=[O:16])[CH3:13]. The yield is 0.620. (2) The reactants are Cl[C:2]1[C:11]2[C:6](=[CH:7][CH:8]=[C:9]([N+:12]([O-:14])=[O:13])[CH:10]=2)[N:5]=[CH:4][N:3]=1.[Cl:15][C:16]1[CH:17]=[C:18]([CH:20]=[CH:21][C:22]=1[O:23][CH2:24][C:25]1[CH:30]=[CH:29][CH:28]=[CH:27][N:26]=1)[NH2:19]. The catalyst is C(O)(C)C. The product is [Cl:15][C:16]1[CH:17]=[C:18]([NH:19][C:2]2[C:11]3[C:6](=[CH:7][CH:8]=[C:9]([N+:12]([O-:14])=[O:13])[CH:10]=3)[N:5]=[CH:4][N:3]=2)[CH:20]=[CH:21][C:22]=1[O:23][CH2:24][C:25]1[CH:30]=[CH:29][CH:28]=[CH:27][N:26]=1. The yield is 0.748. (3) The reactants are [Cl:1][C:2]1[C:3](=[O:18])[N:4]([CH2:9][C:10]2[CH:15]=[CH:14][C:13]([O:16][CH3:17])=[CH:12][CH:11]=2)[CH:5]=C(Cl)N=1.[CH3:19][O:20][C:21](=[O:28])[C:22]#[C:23][C:24]([O:26][CH3:27])=[O:25]. The catalyst is C1(C)C(C)=CC=CC=1. The product is [Cl:1][C:2]1[C:3](=[O:18])[N:4]([CH2:9][C:10]2[CH:11]=[CH:12][C:13]([O:16][CH3:17])=[CH:14][CH:15]=2)[CH:5]=[C:22]([C:21]([O:20][CH3:19])=[O:28])[C:23]=1[C:24]([O:26][CH3:27])=[O:25]. The yield is 0.333. (4) The reactants are [CH3:1][C:2]1([NH:5][C:6]2[N:11]=[C:10](S(C)(=O)=O)[C:9]([C:16]#[N:17])=[CH:8][N:7]=2)[CH2:4][CH2:3]1.CCN(C(C)C)C(C)C.Cl.[NH2:28][C@H:29]1[CH2:34][C@@H:33]([OH:35])[C@H:32]([CH3:36])[CH2:31][CH2:30]1. No catalyst specified. The product is [OH:35][C@H:33]1[C@H:32]([CH3:36])[CH2:31][CH2:30][CH:29]([NH:28][C:10]2[C:9]([C:16]#[N:17])=[CH:8][N:7]=[C:6]([NH:5][C:2]3([CH3:1])[CH2:4][CH2:3]3)[N:11]=2)[CH2:34]1. The yield is 0.300. (5) The reactants are Br[C:2]1[S:6][C:5]([C:7](=[O:12])[C:8]([F:11])([F:10])[F:9])=[CH:4][CH:3]=1.B([C:16]1[CH:17]=[N:18][CH:19]=[C:20]([CH:24]=1)[C:21]([OH:23])=[O:22])(O)O. No catalyst specified. The product is [F:9][C:8]([F:11])([F:10])[C:7]([C:5]1[S:6][C:2]([C:16]2[CH:17]=[N:18][CH:19]=[C:20]([CH:24]=2)[C:21]([OH:23])=[O:22])=[CH:3][CH:4]=1)=[O:12]. The yield is 0.820.